From a dataset of Full USPTO retrosynthesis dataset with 1.9M reactions from patents (1976-2016). Predict the reactants needed to synthesize the given product. (1) Given the product [F:1][C:2]([CH2:5][C:6]([OH:8])=[O:7])([F:4])[F:3].[CH2:42]([O:41][C:27]1[CH:26]=[C:25]([CH2:24][N:21]2[CH2:20][CH2:19][C:15]3([CH2:14][N:13]([CH2:12][C:11]([OH:44])=[O:10])[C:17](=[O:18])[CH2:16]3)[CH2:23][CH2:22]2)[CH:30]=[C:29]([O:31][CH2:32][CH3:33])[C:28]=1[C:34]1[CH:39]=[CH:38][C:37]([F:40])=[CH:36][CH:35]=1)[CH3:43], predict the reactants needed to synthesize it. The reactants are: [F:1][C:2]([CH2:5][C:6]([OH:8])=[O:7])([F:4])[F:3].C[O:10][C:11](=[O:44])[CH2:12][N:13]1[C:17](=[O:18])[CH2:16][C:15]2([CH2:23][CH2:22][N:21]([CH2:24][C:25]3[CH:30]=[C:29]([O:31][CH2:32][CH3:33])[C:28]([C:34]4[CH:39]=[CH:38][C:37]([F:40])=[CH:36][CH:35]=4)=[C:27]([O:41][CH2:42][CH3:43])[CH:26]=3)[CH2:20][CH2:19]2)[CH2:14]1.[Li+].[OH-].O. (2) Given the product [CH2:33]([C@H:2]([NH:1][C:43](=[O:44])[C@H:42]([CH:41]([CH2:58][CH3:59])[CH3:40])[NH:46][C:47](=[O:48])[N:49]([CH3:57])[CH2:50][C:51]1[N:52]=[C:53]([CH3:56])[S:54][CH:55]=1)[C@@H:3]([OH:32])[CH2:4][C@H:5]([CH2:6][C:7]1[CH:12]=[CH:11][C:10]([C:13]2[CH:18]=[CH:17][CH:16]=[CH:15][N:14]=2)=[CH:9][CH:8]=1)[NH:19][C:20](=[O:21])[C@@H:22]([NH:27][C:28](=[O:31])[O:29][CH3:30])[C:23]([CH3:26])([CH3:25])[CH3:24])[C:34]1[CH:35]=[CH:36][CH:37]=[CH:38][CH:39]=1, predict the reactants needed to synthesize it. The reactants are: [NH2:1][C@@H:2]([CH2:33][C:34]1[CH:39]=[CH:38][CH:37]=[CH:36][CH:35]=1)[C@@H:3]([OH:32])[CH2:4][C@@H:5]([NH:19][C:20]([C@@H:22]([NH:27][C:28](=[O:31])[O:29][CH3:30])[C:23]([CH3:26])([CH3:25])[CH3:24])=[O:21])[CH2:6][C:7]1[CH:12]=[CH:11][C:10]([C:13]2[CH:18]=[CH:17][CH:16]=[CH:15][N:14]=2)=[CH:9][CH:8]=1.[CH3:40][C@@H:41]([CH2:58][CH3:59])[C@H:42]([NH:46][C:47]([N:49]([CH3:57])[CH2:50][C:51]1[N:52]=[C:53]([CH3:56])[S:54][CH:55]=1)=[O:48])[C:43](O)=[O:44].CCOP(ON1N=NC2C=CC=CC=2C1=O)(OCC)=O.C(N(CC)C(C)C)(C)C. (3) Given the product [F:1][C:2]1[CH:7]=[C:6]([C:8]2[C:17]([N:18]([CH:20]([CH3:22])[CH3:21])[CH3:19])=[N:16][C:15]3[C:10](=[CH:11][CH:12]=[C:13]([C:23]([OH:25])=[O:24])[CH:14]=3)[N:9]=2)[CH:5]=[CH:4][N:3]=1, predict the reactants needed to synthesize it. The reactants are: [F:1][C:2]1[CH:7]=[C:6]([C:8]2[C:17]([N:18]([CH:20]([CH3:22])[CH3:21])[CH3:19])=[N:16][C:15]3[C:10](=[CH:11][CH:12]=[C:13]([C:23]([O:25]C)=[O:24])[CH:14]=3)[N:9]=2)[CH:5]=[CH:4][N:3]=1.[OH-].[Na+]. (4) Given the product [F:18][C:17]([F:20])([F:19])[CH2:16][O:1][C:2]1[CH:9]=[CH:8][C:5]([CH:6]=[O:7])=[CH:4][CH:3]=1, predict the reactants needed to synthesize it. The reactants are: [OH:1][C:2]1[CH:9]=[CH:8][C:5]([CH:6]=[O:7])=[CH:4][CH:3]=1.FC(F)(F)S(O[CH2:16][C:17]([F:20])([F:19])[F:18])(=O)=O.C([O-])([O-])=O.[Cs+].[Cs+].O. (5) Given the product [O:28]1[C:29]2[CH:35]=[CH:34][CH:33]=[CH:32][C:30]=2[N:31]=[C:27]1[O:25][CH2:24][CH:17]1[CH:18]2[CH2:23][CH2:22][CH2:21][CH:19]2[CH2:20][N:16]1[C:14]([C:9]1[N:10]=[C:11]([CH3:13])[S:12][C:8]=1[C:5]1[CH:6]=[CH:7][C:2]([F:1])=[CH:3][CH:4]=1)=[O:15], predict the reactants needed to synthesize it. The reactants are: [F:1][C:2]1[CH:7]=[CH:6][C:5]([C:8]2[S:12][C:11]([CH3:13])=[N:10][C:9]=2[C:14]([N:16]2[CH2:20][CH:19]3[CH2:21][CH2:22][CH2:23][CH:18]3[CH:17]2[CH2:24][OH:25])=[O:15])=[CH:4][CH:3]=1.Cl[C:27]1[O:28][C:29]2[CH:35]=[CH:34][CH:33]=[CH:32][C:30]=2[N:31]=1. (6) Given the product [CH2:1]([CH:3]1[CH:20]([OH:21])[CH:19]([CH3:22])[CH:18]=[C:17]([CH3:23])[CH:16]=[C:15]([O:24][CH3:25])[C:14](=[O:26])[O:13][CH:12]([CH:27]([CH:29]([OH:48])[CH:30]([CH3:47])/[C:31](=[N:41]\[O:42][CH2:43][C:44]([NH:67][CH2:66][CH2:64][OH:65])=[O:45])/[CH:32]=[CH:33]/[CH:34]([CH3:40])[CH:35]([OH:39])/[CH:36]=[CH:37]/[CH3:38])[CH3:28])[CH:11]([O:49][CH3:50])[CH:10]=[CH:9][CH:8]=[C:7]([CH3:51])[CH2:6][CH:5]([CH3:52])[CH:4]1[OH:53])[CH3:2], predict the reactants needed to synthesize it. The reactants are: [CH2:1]([CH:3]1[CH:20]([OH:21])[CH:19]([CH3:22])[CH:18]=[C:17]([CH3:23])[CH:16]=[C:15]([O:24][CH3:25])[C:14](=[O:26])[O:13][CH:12]([CH:27]([CH:29]([OH:48])[CH:30]([CH3:47])/[C:31](=[N:41]\[O:42][CH2:43][C:44](O)=[O:45])/[CH:32]=[CH:33]/[CH:34]([CH3:40])[CH:35]([OH:39])/[CH:36]=[CH:37]/[CH3:38])[CH3:28])[CH:11]([O:49][CH3:50])[CH:10]=[CH:9][CH:8]=[C:7]([CH3:51])[CH2:6][CH:5]([CH3:52])[CH:4]1[OH:53])[CH3:2].C1C=CC2N(O)N=NC=2C=1.[CH2:64]([CH2:66][NH2:67])[OH:65].O. (7) The reactants are: Br[C:2]1[CH:7]=[CH:6][C:5]([S:8]([NH:11][C:12]2[CH:17]=[CH:16][C:15]([Cl:18])=[CH:14][C:13]=2[C:19]2[N:23]([CH3:24])[C:22]([CH3:25])=[N:21][N:20]=2)(=[O:10])=[O:9])=[CH:4][C:3]=1[F:26].O.P([O-])([O-])([O-])=O.[K+].[K+].[K+].C1C=CC(P(C2C(C3C(P(C4C=CC=CC=4)C4C=CC=CC=4)=CC=C4C=3C=CC=C4)=C3C(C=CC=C3)=CC=2)C2C=CC=CC=2)=CC=1.[NH:82]1[CH2:87][CH2:86][O:85][CH2:84][CH2:83]1. Given the product [Cl:18][C:15]1[CH:16]=[CH:17][C:12]([NH:11][S:8]([C:5]2[CH:6]=[CH:7][C:2]([N:82]3[CH2:87][CH2:86][O:85][CH2:84][CH2:83]3)=[C:3]([F:26])[CH:4]=2)(=[O:10])=[O:9])=[C:13]([C:19]2[N:23]([CH3:24])[C:22]([CH3:25])=[N:21][N:20]=2)[CH:14]=1, predict the reactants needed to synthesize it.